This data is from Forward reaction prediction with 1.9M reactions from USPTO patents (1976-2016). The task is: Predict the product of the given reaction. (1) Given the reactants C[O:2][C:3]1[CH:4]=[C:5]([CH:29]=[CH:30][CH:31]=1)[CH2:6][C:7]1[NH:8][C:9]([C:22]2[CH:27]=[CH:26][CH:25]=[C:24]([CH3:28])[N:23]=2)=[C:10]([C:12]2[CH:13]=[C:14]3[C:19](=[CH:20][CH:21]=2)[N:18]=[CH:17][CH:16]=[CH:15]3)[N:11]=1.Br, predict the reaction product. The product is: [CH3:28][C:24]1[N:23]=[C:22]([C:9]2[NH:8][C:7]([CH2:6][C:5]3[CH:4]=[C:3]([OH:2])[CH:31]=[CH:30][CH:29]=3)=[N:11][C:10]=2[C:12]2[CH:13]=[C:14]3[C:19](=[CH:20][CH:21]=2)[N:18]=[CH:17][CH:16]=[CH:15]3)[CH:27]=[CH:26][CH:25]=1. (2) Given the reactants [Cl:1][C:2]1[N:7]=[N:6][C:5]([NH2:8])=[CH:4][C:3]=1[CH3:9].Cl[CH2:11][CH:12]=O, predict the reaction product. The product is: [Cl:1][C:2]1[C:3]([CH3:9])=[CH:4][C:5]2[N:6]([CH:11]=[CH:12][N:8]=2)[N:7]=1. (3) Given the reactants N#N.[Br:3][C:4]1[CH:30]=[CH:29][C:7]2[NH:8][C:9]([C@H:11]([NH:21]C(=O)OC(C)(C)C)[CH2:12][C:13]3[CH:18]=[CH:17][C:16]([O:19][CH3:20])=[CH:15][CH:14]=3)=[N:10][C:6]=2[CH:5]=1.[ClH:31], predict the reaction product. The product is: [ClH:31].[ClH:31].[Br:3][C:4]1[CH:30]=[CH:29][C:7]2[NH:8][C:9]([C@H:11]([NH2:21])[CH2:12][C:13]3[CH:14]=[CH:15][C:16]([O:19][CH3:20])=[CH:17][CH:18]=3)=[N:10][C:6]=2[CH:5]=1.